This data is from Reaction yield outcomes from USPTO patents with 853,638 reactions. The task is: Predict the reaction yield, written as a fraction of the theoretical maximum amount of product (1.0 means a 100% yield; for example, 0.34 means a 34% yield). The reactants are Cl.[CH2:2]([O:4][C:5](=[O:31])[C:6]([CH3:30])([CH3:29])[CH2:7][CH2:8][CH2:9][CH2:10][CH2:11][C:12]([N+]#[C-])(S(C1C=CC(C)=CC=1)(=O)=O)[CH2:13][CH2:14][CH2:15][CH3:16])[CH3:3].[OH2:32]. The catalyst is C(Cl)Cl. The product is [CH2:2]([O:4][C:5](=[O:31])[C:6]([CH3:30])([CH3:29])[CH2:7][CH2:8][CH2:9][CH2:10][CH2:11][C:12](=[O:32])[CH2:13][CH2:14][CH2:15][CH3:16])[CH3:3]. The yield is 0.890.